From a dataset of Catalyst prediction with 721,799 reactions and 888 catalyst types from USPTO. Predict which catalyst facilitates the given reaction. Reactant: [CH3:1][N:2]1[S:11](=[O:13])(=[O:12])[C:10]2[CH:9]=[CH:8][CH:7]=[CH:6][C:5]=2[C:4]([OH:14])=[C:3]1[C:15]([NH:17][C:18]1[CH:19]=[CH:20][CH:21]=[CH:22][N:23]=1)=[O:16].[CH2:24]([OH:100])[C@H:25]1[O:30][C@@H:29]2[O:31][C@H:32]3[C@H:37]([OH:38])[C@@H:36]([OH:39])[C@@H:35]([O:40][C@H:41]4[C@H:46]([OH:47])[C@@H:45]([OH:48])[C@@H:44]([O:49][C@H:50]5[C@H:55]([OH:56])[C@@H:54]([OH:57])[C@@H:53]([O:58][C@H:59]6[C@H:64]([OH:65])[C@@H:63]([OH:66])[C@@H:62]([O:67][C@H:68]7[C@H:73]([OH:74])[C@@H:72]([OH:75])[C@@H:71]([O:76][C@H:77]8[C@H:83]([OH:84])[C@@H:82]([OH:85])[C@@H:80]([O:81][C@H:26]1[C@H:27]([OH:99])[C@H:28]2[OH:98])[O:79][C@@H:78]8[CH2:86][OH:87])[O:70][C@@H:69]7[CH2:88][OH:89])[O:61][C@@H:60]6[CH2:90][OH:91])[O:52][C@@H:51]5[CH2:92][OH:93])[O:43][C@@H:42]4[CH2:94][OH:95])[O:34][C@@H:33]3[CH2:96][OH:97].[NH2:101][C@H:102]([C:110]([OH:112])=[O:111])[CH2:103][CH2:104][CH2:105][NH:106][C:107](=[NH:109])[NH2:108].C(=O)=O. Product: [CH3:1][N:2]1[S:11](=[O:13])(=[O:12])[C:10]2[CH:9]=[CH:8][CH:7]=[CH:6][C:5]=2[C:4]([OH:14])=[C:3]1[C:15]([NH:17][C:18]1[CH:19]=[CH:20][CH:21]=[CH:22][N:23]=1)=[O:16].[CH2:90]([OH:91])[C@H:60]1[O:61][C@@H:62]2[O:67][C@H:68]3[C@H:73]([OH:74])[C@@H:72]([OH:75])[C@@H:71]([O:76][C@H:77]4[C@H:83]([OH:84])[C@@H:82]([OH:85])[C@@H:80]([O:81][C@H:26]5[C@H:27]([OH:99])[C@@H:28]([OH:98])[C@@H:29]([O:31][C@H:32]6[C@H:37]([OH:38])[C@@H:36]([OH:39])[C@@H:35]([O:40][C@H:41]7[C@H:46]([OH:47])[C@@H:45]([OH:48])[C@@H:44]([O:49][C@H:50]8[C@H:55]([OH:56])[C@@H:54]([OH:57])[C@@H:53]([O:58][C@H:59]1[C@H:64]([OH:65])[C@H:63]2[OH:66])[O:52][C@@H:51]8[CH2:92][OH:93])[O:43][C@@H:42]7[CH2:94][OH:95])[O:34][C@@H:33]6[CH2:96][OH:97])[O:30][C@@H:25]5[CH2:24][OH:100])[O:79][C@@H:78]4[CH2:86][OH:87])[O:70][C@@H:69]3[CH2:88][OH:89].[NH2:101][C@H:102]([C:110]([OH:112])=[O:111])[CH2:103][CH2:104][CH2:105][NH:106][C:107](=[NH:108])[NH2:109]. The catalyst class is: 6.